Dataset: Catalyst prediction with 721,799 reactions and 888 catalyst types from USPTO. Task: Predict which catalyst facilitates the given reaction. (1) Reactant: [C:1]1([C:7](=O)[C:8]([N:10]2[CH2:15][CH2:14][CH2:13][CH2:12][CH2:11]2)=[O:9])[CH:6]=[CH:5][CH:4]=[CH:3][CH:2]=1. The catalyst class is: 6. Product: [C:1]1([CH:7]2[C:8](=[O:9])[N:10]3[CH:15]2[CH2:14][CH2:13][CH2:12][CH2:11]3)[CH:6]=[CH:5][CH:4]=[CH:3][CH:2]=1. (2) Reactant: C[O:2][C:3](=[O:32])[CH2:4][CH2:5][CH2:6][CH2:7][CH2:8][NH:9][C:10]1[C:11]2[C:18]([C:19]3[CH:24]=[CH:23][C:22]([CH3:25])=[CH:21][CH:20]=3)=[C:17]([C:26]3[CH:31]=[CH:30][CH:29]=[CH:28][CH:27]=3)[O:16][C:12]=2[N:13]=[CH:14][N:15]=1.[OH-].[Na+].Cl. Product: [CH3:25][C:22]1[CH:21]=[CH:20][C:19]([C:18]2[C:11]3[C:10]([NH:9][CH2:8][CH2:7][CH2:6][CH2:5][CH2:4][C:3]([OH:32])=[O:2])=[N:15][CH:14]=[N:13][C:12]=3[O:16][C:17]=2[C:26]2[CH:27]=[CH:28][CH:29]=[CH:30][CH:31]=2)=[CH:24][CH:23]=1. The catalyst class is: 200. (3) Reactant: [N:1]([CH2:4][C@@H:5]1[C@H:9]([F:10])[CH2:8][N:7]([CH2:11][C:12]2[CH:17]=[CH:16][CH:15]=[CH:14][CH:13]=2)[CH2:6]1)=[N+]=[N-].[H][H]. Product: [NH2:1][CH2:4][C@@H:5]1[C@H:9]([F:10])[CH2:8][N:7]([CH2:11][C:12]2[CH:17]=[CH:16][CH:15]=[CH:14][CH:13]=2)[CH2:6]1. The catalyst class is: 865. (4) Reactant: Br[C:2]1[CH:3]=[C:4]2[C:9]([S:10][CH2:11][CH3:12])=[C:8]([C:13]([NH2:15])=[O:14])[CH:7]=[N:6][N:5]2[CH:16]=1.[C:17]([C:19]1[CH:24]=[CH:23][C:22](B(O)O)=[CH:21][CH:20]=1)#[N:18].P([O-])([O-])([O-])=O.[K+].[K+].[K+]. Product: [C:17]([C:19]1[CH:24]=[CH:23][C:22]([C:2]2[CH:3]=[C:4]3[C:9]([S:10][CH2:11][CH3:12])=[C:8]([C:13]([NH2:15])=[O:14])[CH:7]=[N:6][N:5]3[CH:16]=2)=[CH:21][CH:20]=1)#[N:18]. The catalyst class is: 584. (5) Reactant: [O-:1][C:2]#[N:3].[Na+].[F:5][C:6]([F:16])([F:15])[C:7]1[CH:8]=[C:9]([CH:11]=[CH:12][C:13]=1[Cl:14])[NH2:10]. Product: [Cl:14][C:13]1[CH:12]=[CH:11][C:9]([NH:10][C:2]([NH2:3])=[O:1])=[CH:8][C:7]=1[C:6]([F:5])([F:15])[F:16]. The catalyst class is: 211.